This data is from Catalyst prediction with 721,799 reactions and 888 catalyst types from USPTO. The task is: Predict which catalyst facilitates the given reaction. (1) Reactant: [CH3:1][C:2]1[C:10]([O:11][CH3:12])=[CH:9][C:8]2[C:4](=[N+:5]([O-])[O:6][N:7]=2)[CH:3]=1.P(OC)(OC)OC. Product: [CH3:12][O:11][C:10]1[C:2]([CH3:1])=[CH:3][C:4]2=[N:5][O:6][N:7]=[C:8]2[CH:9]=1. The catalyst class is: 14. (2) Reactant: C(O)C.[Na].[Cl:5][C:6]1[CH:7]=[C:8]([CH2:12][C:13](=[NH:15])[NH2:14])[CH:9]=[CH:10][CH:11]=1.[CH2:16]([N:23]1[CH2:29][CH2:28][C:27](=O)[CH:26]([C:31](OCC)=[O:32])[CH2:25][CH2:24]1)[C:17]1[CH:22]=[CH:21][CH:20]=[CH:19][CH:18]=1. Product: [CH2:16]([N:23]1[CH2:24][CH2:25][C:26]2[C:31](=[O:32])[NH:15][C:13]([CH2:12][C:8]3[CH:9]=[CH:10][CH:11]=[C:6]([Cl:5])[CH:7]=3)=[N:14][C:27]=2[CH2:28][CH2:29]1)[C:17]1[CH:22]=[CH:21][CH:20]=[CH:19][CH:18]=1. The catalyst class is: 6. (3) Reactant: [OH:1][CH2:2][C:3]1[N:8]=[CH:7][C:6]([NH:9][C:10](=[O:16])[O:11][C:12]([CH3:15])([CH3:14])[CH3:13])=[CH:5][CH:4]=1.CCN(C(C)C)C(C)C.[CH3:26][S:27](Cl)(=[O:29])=[O:28]. Product: [CH3:26][S:27]([O:1][CH2:2][C:3]1[CH:4]=[CH:5][C:6]([NH:9][C:10]([O:11][C:12]([CH3:13])([CH3:15])[CH3:14])=[O:16])=[CH:7][N:8]=1)(=[O:29])=[O:28]. The catalyst class is: 1. (4) Reactant: [CH2:1]([C@@:8]12[CH2:21][CH2:20][C:19](=[O:22])[CH2:18][C@H:17]1[CH2:16][CH2:15][C:14]1[CH:13]=[C:12]([C:23]([OH:25])=[O:24])[CH:11]=[CH:10][C:9]2=1)[C:2]1[CH:7]=[CH:6][CH:5]=[CH:4][CH:3]=1.[OH-].[Na+].[CH:28](=O)[C:29]1[CH:34]=[CH:33][CH:32]=[CH:31][CH:30]=1.Cl. Product: [CH2:1]([C@@:8]12[CH2:21]/[C:20](=[CH:28]\[C:29]3[CH:34]=[CH:33][CH:32]=[CH:31][CH:30]=3)/[C:19](=[O:22])[CH2:18][C@H:17]1[CH2:16][CH2:15][C:14]1[CH:13]=[C:12]([C:23]([OH:25])=[O:24])[CH:11]=[CH:10][C:9]2=1)[C:2]1[CH:3]=[CH:4][CH:5]=[CH:6][CH:7]=1. The catalyst class is: 238.